Predict the reactants needed to synthesize the given product. From a dataset of Full USPTO retrosynthesis dataset with 1.9M reactions from patents (1976-2016). (1) Given the product [F:1][C:2]1[CH:11]=[C:10]([F:12])[CH:9]=[C:8]2[C:3]=1[C:4]([CH3:14])([OH:13])[CH2:5][CH2:6][O:7]2, predict the reactants needed to synthesize it. The reactants are: [F:1][C:2]1[CH:11]=[C:10]([F:12])[CH:9]=[C:8]2[C:3]=1[C:4](=[O:13])[CH2:5][CH2:6][O:7]2.[CH3:14][Mg]Br.O. (2) Given the product [CH3:13][CH:15]([C:19]([CH3:21])=[O:20])[C:16]([O-:18])=[O:17].[Ag+:26], predict the reactants needed to synthesize it. The reactants are: N(CCO)CCO.CCOCC.[CH2:13]([CH:15]([C:19]([CH3:21])=[O:20])[C:16]([OH:18])=[O:17])C.[N+]([O-])([O-])=O.[Ag+:26]. (3) The reactants are: Br[C:2]1[N:3]=[C:4]2[C:10]([C:11]([NH:13][C:14]([CH3:17])([CH3:16])[CH3:15])=[O:12])=[CH:9][N:8]([CH2:18][O:19][CH2:20][CH2:21][Si:22]([CH3:25])([CH3:24])[CH3:23])[C:5]2=[N:6][CH:7]=1.[F:26][C:27]1[CH:33]=[C:32]([CH3:34])[CH:31]=[CH:30][C:28]=1[NH2:29].CC(C)([O-])C.[Na+]. Given the product [C:14]([NH:13][C:11]([C:10]1[C:4]2[C:5](=[N:6][CH:7]=[C:2]([NH:29][C:28]3[CH:30]=[CH:31][C:32]([CH3:34])=[CH:33][C:27]=3[F:26])[N:3]=2)[N:8]([CH2:18][O:19][CH2:20][CH2:21][Si:22]([CH3:25])([CH3:24])[CH3:23])[CH:9]=1)=[O:12])([CH3:17])([CH3:16])[CH3:15], predict the reactants needed to synthesize it. (4) Given the product [CH3:13][O:1][C:2]1[C:3]([CH3:12])=[C:4]([CH:9]=[CH:10][CH:11]=1)[C:5]([O:7][CH3:8])=[O:6], predict the reactants needed to synthesize it. The reactants are: [OH:1][C:2]1[C:3]([CH3:12])=[C:4]([CH:9]=[CH:10][CH:11]=1)[C:5]([O:7][CH3:8])=[O:6].[CH3:13][Si]([N-][Si](C)(C)C)(C)C.[K+].CI. (5) The reactants are: [C:1]([O:5][C:6]([N:8]1[CH2:13][CH2:12][O:11][CH2:10][C@H:9]1[C:14]([OH:16])=O)=[O:7])([CH3:4])([CH3:3])[CH3:2].[Cl:17][C:18]1[CH:19]=[C:20]2[C:28](=[C:29]([NH2:31])[CH:30]=1)[NH:27][C:26]1[CH:25]=[N:24][CH:23]=[CH:22][C:21]2=1.CCN=C=NCCCN(C)C.CCOC(C)=O. Given the product [C:1]([O:5][C:6]([N:8]1[CH2:13][CH2:12][O:11][CH2:10][C@H:9]1[C:14](=[O:16])[NH:31][C:29]1[CH:30]=[C:18]([Cl:17])[CH:19]=[C:20]2[C:28]=1[NH:27][C:26]1[CH:25]=[N:24][CH:23]=[CH:22][C:21]2=1)=[O:7])([CH3:2])([CH3:3])[CH3:4], predict the reactants needed to synthesize it.